Task: Predict the reaction yield, written as a fraction of the theoretical maximum amount of product (1.0 means a 100% yield; for example, 0.34 means a 34% yield).. Dataset: Reaction yield outcomes from USPTO patents with 853,638 reactions (1) The reactants are Br[C:2]1[C:3]([O:15][CH3:16])=[CH:4][C:5]([F:14])=[C:6]([NH:8][S:9]([CH2:12][CH3:13])(=[O:11])=[O:10])[CH:7]=1.[CH3:17][N:18]1[CH:27]=[C:26](B2OC(C)(C)C(C)(C)O2)[C:25]2[C:20](=[CH:21][CH:22]=[C:23]([C:37]3[CH:38]=[N:39][N:40]([CH3:42])[CH:41]=3)[CH:24]=2)[C:19]1=[O:43].[O-]P([O-])([O-])=O.[K+].[K+].[K+]. The catalyst is O1CCOCC1.C1C=CC(P(C2C=CC=CC=2)[C-]2C=CC=C2)=CC=1.C1C=CC(P(C2C=CC=CC=2)[C-]2C=CC=C2)=CC=1.Cl[Pd]Cl.[Fe+2]. The product is [F:14][C:5]1[CH:4]=[C:3]([O:15][CH3:16])[C:2]([C:26]2[C:25]3[C:20](=[CH:21][CH:22]=[C:23]([C:37]4[CH:38]=[N:39][N:40]([CH3:42])[CH:41]=4)[CH:24]=3)[C:19](=[O:43])[N:18]([CH3:17])[CH:27]=2)=[CH:7][C:6]=1[NH:8][S:9]([CH2:12][CH3:13])(=[O:11])=[O:10]. The yield is 0.263. (2) The reactants are [NH2:1][C:2]1[CH:10]=[C:9]([C:11]([F:14])([F:13])[F:12])[CH:8]=[CH:7][C:3]=1[C:4]([OH:6])=[O:5].Cl.[CH3:16]O. No catalyst specified. The product is [NH2:1][C:2]1[CH:10]=[C:9]([C:11]([F:12])([F:13])[F:14])[CH:8]=[CH:7][C:3]=1[C:4]([O:6][CH3:16])=[O:5]. The yield is 0.750. (3) The reactants are [Cl:1][C:2]1[N:10](CC=C)[C:9]2[C:8](=[O:14])[NH:7][C:6](=[O:15])[N:5]([CH2:16][CH2:17][CH3:18])[C:4]=2[N:3]=1.C(=O)([O-])[O-].[Cs+].[Cs+].Br[CH2:26][C:27]#[N:28].N1CCOCC1.Cl. The catalyst is CN(C=O)C.C1C=CC([P]([Pd]([P](C2C=CC=CC=2)(C2C=CC=CC=2)C2C=CC=CC=2)([P](C2C=CC=CC=2)(C2C=CC=CC=2)C2C=CC=CC=2)[P](C2C=CC=CC=2)(C2C=CC=CC=2)C2C=CC=CC=2)(C2C=CC=CC=2)C2C=CC=CC=2)=CC=1. The product is [Cl:1][C:2]1[NH:10][C:9]2[C:8](=[O:14])[N:7]([CH2:26][C:27]#[N:28])[C:6](=[O:15])[N:5]([CH2:16][CH2:17][CH3:18])[C:4]=2[N:3]=1. The yield is 0.330.